This data is from Full USPTO retrosynthesis dataset with 1.9M reactions from patents (1976-2016). The task is: Predict the reactants needed to synthesize the given product. (1) The reactants are: Br[C:2]([CH3:9])([CH3:8])[C:3]([O:5]CC)=O.[Br:10][C:11]1[CH:12]=[C:13]([CH2:18]Br)[C:14]([NH2:17])=[N:15][CH:16]=1. Given the product [Br:10][C:11]1[CH:12]=[C:13]2[C:14](=[N:15][CH:16]=1)[NH:17][C:3](=[O:5])[C:2]([CH3:8])([CH3:9])[CH2:18]2, predict the reactants needed to synthesize it. (2) Given the product [CH3:1][N:2]1[CH2:7][CH2:6][N:5]([S:15]([CH3:18])(=[O:17])=[O:16])[CH2:4][CH2:3]1, predict the reactants needed to synthesize it. The reactants are: [CH3:1][N:2]1[CH2:7][CH2:6][NH:5][CH2:4][CH2:3]1.C(N(CC)CC)C.[S:15](Cl)([CH3:18])(=[O:17])=[O:16]. (3) Given the product [ClH:1].[CH2:23]([O:22][C:20](=[O:21])[C@H:10]([CH2:11][S:12][CH2:13][C:14]1[CH:15]=[CH:16][CH:17]=[CH:18][CH:19]=1)[NH2:9])[CH3:24], predict the reactants needed to synthesize it. The reactants are: [ClH:1].C([NH:9][C@H:10]([C:20]([OH:22])=[O:21])[CH2:11][S:12][CH2:13][C:14]1[CH:19]=[CH:18][CH:17]=[CH:16][CH:15]=1)(OC(C)(C)C)=O.[CH2:23](O)[CH3:24]. (4) Given the product [Br:14][CH2:15][CH2:16][N:5]1[C:6]([C:8]([O:10][CH3:11])=[O:9])=[CH:7][C:3]([C:2]([F:1])([F:12])[F:13])=[N:4]1, predict the reactants needed to synthesize it. The reactants are: [F:1][C:2]([F:13])([F:12])[C:3]1[CH:7]=[C:6]([C:8]([O:10][CH3:11])=[O:9])[NH:5][N:4]=1.[Br:14][CH2:15][CH2:16]Br.C([O-])([O-])=O.[K+].[K+]. (5) Given the product [Cl:15][C:9]1[C:8]([CH3:16])=[C:7]([CH:12]=[CH:11][C:10]=1[S:13][CH3:14])[C:17]([OH:19])=[O:18], predict the reactants needed to synthesize it. The reactants are: [Mg].C(Br)(C)C.Br[C:7]1[CH:12]=[CH:11][C:10]([S:13][CH3:14])=[C:9]([Cl:15])[C:8]=1[CH3:16].[C:17](=[O:19])=[O:18].Cl. (6) Given the product [Cl:1]/[C:2](/[CH:8]=[O:9])=[C:3](\[O:5][CH2:6][CH3:7])/[O-:4].[K+:18], predict the reactants needed to synthesize it. The reactants are: [Cl:1][CH2:2][C:3]([O:5][CH2:6][CH3:7])=[O:4].[CH:8](OCC)=[O:9].CC([O-])(C)C.[K+:18]. (7) Given the product [CH3:3][C:4]1[N:6]=[C:9]([SH:10])[N:50]([CH2:49][C:43]2([C:40]3[CH:41]=[CH:42][C:37]([O:36][CH2:35][CH2:34][CH2:33][N:28]4[CH2:32][CH2:31][CH2:30][CH2:29]4)=[CH:38][CH:39]=3)[CH2:44][CH2:45][O:46][CH2:47][CH2:48]2)[CH:5]=1, predict the reactants needed to synthesize it. The reactants are: CO[CH:3](OC)[CH:4]([NH2:6])[CH3:5].[C:9](N1C=CN=C1)(N1C=CN=C1)=[S:10].C(N(CC)CC)C.[N:28]1([CH2:33][CH2:34][CH2:35][O:36][C:37]2[CH:42]=[CH:41][C:40]([C:43]3([CH2:49][NH2:50])[CH2:48][CH2:47][O:46][CH2:45][CH2:44]3)=[CH:39][CH:38]=2)[CH2:32][CH2:31][CH2:30][CH2:29]1.Cl. (8) Given the product [Cl:28][C:29]1[CH:30]=[C:31](/[C:39](=[CH:43]\[CH:44]2[CH2:48][CH2:47][CH2:46][CH2:45]2)/[C:40]([NH:60][C:57]2[S:58][CH:59]=[C:55]([CH:53]3[CH2:52][O:51][C:50]([CH3:61])([CH3:49])[O:54]3)[N:56]=2)=[O:42])[CH:32]=[CH:33][C:34]=1[S:35]([CH3:38])(=[O:36])=[O:37], predict the reactants needed to synthesize it. The reactants are: BrN1C(=O)CCC1=O.C1(P(C2C=CC=CC=2)C2C=CC=CC=2)C=CC=CC=1.[Cl:28][C:29]1[CH:30]=[C:31](/[C:39](=[CH:43]\[CH:44]2[CH2:48][CH2:47][CH2:46][CH2:45]2)/[C:40]([OH:42])=O)[CH:32]=[CH:33][C:34]=1[S:35]([CH3:38])(=[O:37])=[O:36].[CH3:49][C:50]1([CH3:61])[O:54][CH:53]([C:55]2[N:56]=[C:57]([NH2:60])[S:58][CH:59]=2)[CH2:52][O:51]1. (9) Given the product [N+:19]([C:22]1[CH:27]=[CH:26][C:25]([CH:28]2[CH2:37][CH2:36][C:35]3[C:30](=[CH:31][CH:32]=[C:33]([OH:39])[CH:34]=3)[O:29]2)=[CH:24][CH:23]=1)([O-:21])=[O:20], predict the reactants needed to synthesize it. The reactants are: FC1C=C(C2CCC3C(=CC=C(O)C=3)O2)C=CC=1.[N+:19]([C:22]1[CH:27]=[CH:26][C:25]([CH:28]2[CH2:37][CH:36](O)[C:35]3[C:30](=[CH:31][CH:32]=[C:33]([OH:39])[CH:34]=3)[O:29]2)=[CH:24][CH:23]=1)([O-:21])=[O:20].